From a dataset of Full USPTO retrosynthesis dataset with 1.9M reactions from patents (1976-2016). Predict the reactants needed to synthesize the given product. Given the product [CH:2]1([N:7]2[CH:11]=[C:10]3[C:9]([NH:17][C:18](=[O:19])[N:20]([CH2:21][C:22]4[CH:23]=[CH:24][C:25]([O:28][CH3:29])=[CH:26][CH:27]=4)[C:12]3=[O:13])=[N:8]2)[CH2:3][CH2:4][CH2:5][CH2:6]1, predict the reactants needed to synthesize it. The reactants are: [Na].[CH:2]1([N:7]2[CH:11]=[C:10]([C:12](OCC)=[O:13])[C:9]([NH:17][C:18]([NH:20][CH2:21][C:22]3[CH:27]=[CH:26][C:25]([O:28][CH3:29])=[CH:24][CH:23]=3)=[O:19])=[N:8]2)[CH2:6][CH2:5][CH2:4][CH2:3]1.